From a dataset of Full USPTO retrosynthesis dataset with 1.9M reactions from patents (1976-2016). Predict the reactants needed to synthesize the given product. The reactants are: [H-].[Na+].[C:3]([O:7][C:8]([N:10]1[CH2:14][C@@H:13]([CH2:15][N:16]([CH:33]([CH3:35])[CH3:34])[C:17](=[O:32])[C:18]2[CH:23]=[CH:22][C:21]([O:24][CH3:25])=[C:20]([O:26][CH2:27][CH2:28][CH2:29][O:30][CH3:31])[CH:19]=2)[C@H:12]([CH2:36][OH:37])[CH2:11]1)=[O:9])([CH3:6])([CH3:5])[CH3:4].[CH:38]1([CH2:44][N:45]([CH3:49])[C:46](Cl)=[O:47])[CH2:43][CH2:42][CH2:41][CH2:40][CH2:39]1.[NH4+].[Cl-]. Given the product [C:3]([O:7][C:8]([N:10]1[CH2:14][C@@H:13]([CH2:15][N:16]([CH:33]([CH3:34])[CH3:35])[C:17](=[O:32])[C:18]2[CH:23]=[CH:22][C:21]([O:24][CH3:25])=[C:20]([O:26][CH2:27][CH2:28][CH2:29][O:30][CH3:31])[CH:19]=2)[C@H:12]([CH2:36][O:37][C:46](=[O:47])[N:45]([CH2:44][CH:38]2[CH2:43][CH2:42][CH2:41][CH2:40][CH2:39]2)[CH3:49])[CH2:11]1)=[O:9])([CH3:6])([CH3:5])[CH3:4], predict the reactants needed to synthesize it.